From a dataset of Full USPTO retrosynthesis dataset with 1.9M reactions from patents (1976-2016). Predict the reactants needed to synthesize the given product. (1) Given the product [CH2:15]([N:22]1[C:11]2[CH2:10][CH2:9][NH:8][CH2:13][C:12]=2[C:30]([C:27]2[CH:28]=[CH:29][C:24]([Cl:23])=[C:25]([Cl:35])[CH:26]=2)=[CH:31]1)[C:16]1[CH:21]=[CH:20][CH:19]=[CH:18][CH:17]=1, predict the reactants needed to synthesize it. The reactants are: C(OC([N:8]1[CH2:13][CH2:12][C:11](=O)[CH2:10][CH2:9]1)=O)(C)(C)C.[CH2:15]([NH2:22])[C:16]1[CH:21]=[CH:20][CH:19]=[CH:18][CH:17]=1.[Cl:23][C:24]1[CH:29]=[CH:28][C:27]([CH:30]=[CH:31][N+]([O-])=O)=[CH:26][C:25]=1[Cl:35]. (2) Given the product [CH2:1]([C:3]1([CH2:18][CH:19]([OH:20])[CH3:21])[C:8]2[NH:9][C:10]3[C:15]([C:7]=2[CH2:6][CH2:5][O:4]1)=[CH:14][CH:13]=[CH:12][C:11]=3[CH2:16][CH3:17])[CH3:2], predict the reactants needed to synthesize it. The reactants are: [CH2:1]([C:3]1([CH2:18][CH:19]=[O:20])[C:8]2[NH:9][C:10]3[C:15]([C:7]=2[CH2:6][CH2:5][O:4]1)=[CH:14][CH:13]=[CH:12][C:11]=3[CH2:16][CH3:17])[CH3:2].[CH3:21][Mg]Cl. (3) Given the product [CH3:3][C:4]1[O:5][C:6]2[CH:12]=[C:11]([C:13]([OH:15])=[O:14])[CH:10]=[C:9]([O:17][CH2:18][CH:19]([CH3:21])[CH3:20])[C:7]=2[CH:8]=1, predict the reactants needed to synthesize it. The reactants are: [OH-].[Na+].[CH3:3][C:4]1[O:5][C:6]2[CH:12]=[C:11]([C:13]([O:15]C)=[O:14])[CH:10]=[C:9]([O:17][CH2:18][CH:19]([CH3:21])[CH3:20])[C:7]=2[CH:8]=1.C1COCC1. (4) Given the product [Cl:3][C:4]1[CH:12]=[C:11]2[C:7]([C@@:8]3([C@@H:17]([C:18]4[CH:23]=[CH:22][N:21]=[C:20]([Cl:24])[C:19]=4[F:25])[C@H:16]([C:26]([NH:28][C@H:29]4[CH2:34][O:33][C@H:32]([C:35]([OH:37])=[O:36])[CH2:31][CH2:30]4)=[O:27])[NH:15][C:14]43[CH2:39][CH2:40][C:41]([CH3:45])([CH3:44])[CH2:42][CH2:43]4)[C:9](=[O:13])[NH:10]2)=[CH:6][CH:5]=1, predict the reactants needed to synthesize it. The reactants are: [OH-].[Na+].[Cl:3][C:4]1[CH:12]=[C:11]2[C:7]([C@@:8]3([C@@H:17]([C:18]4[CH:23]=[CH:22][N:21]=[C:20]([Cl:24])[C:19]=4[F:25])[C@H:16]([C:26]([NH:28][C@H:29]4[CH2:34][O:33][C@H:32]([C:35]([O:37]C)=[O:36])[CH2:31][CH2:30]4)=[O:27])[NH:15][C:14]43[CH2:43][CH2:42][C:41]([CH3:45])([CH3:44])[CH2:40][CH2:39]4)[C:9](=[O:13])[NH:10]2)=[CH:6][CH:5]=1.Cl. (5) Given the product [Cl:28][C:29]1[N:30]=[C:31]([CH2:35][O:27][C:24]2[CH:25]=[CH:26][C:21]([CH2:20][C:17]3[CH:16]=[C:15]([C:14]4[C:9]([NH2:8])=[N:10][CH:11]=[CH:12][CH:13]=4)[O:19][N:18]=3)=[CH:22][CH:23]=2)[CH:32]=[CH:33][CH:34]=1, predict the reactants needed to synthesize it. The reactants are: O1CCCC1.[OH-].[Na+].[NH2:8][C:9]1[C:14]([C:15]2[O:19][N:18]=[C:17]([CH2:20][C:21]3[CH:26]=[CH:25][C:24]([OH:27])=[CH:23][CH:22]=3)[CH:16]=2)=[CH:13][CH:12]=[CH:11][N:10]=1.[Cl:28][C:29]1[CH:34]=[CH:33][CH:32]=[C:31]([CH2:35]Cl)[N:30]=1. (6) Given the product [CH:23]1([N:22]2[C:21]3[CH:29]=[CH:30][C:31]([C:33]([OH:35])=[O:34])=[CH:32][C:20]=3[N:19]=[C:18]2[C:13]2[CH:14]=[C:15]3[C:10](=[CH:11][CH:12]=2)[N:9]=[C:8]([C:42]2[C:38]([CH3:37])=[N:39][N:40]([C:47]4[CH:48]=[CH:49][CH:50]=[CH:51][CH:52]=4)[C:41]=2[CH3:46])[CH:17]=[CH:16]3)[CH2:24][CH2:25][CH2:26][CH2:27][CH2:28]1, predict the reactants needed to synthesize it. The reactants are: BrC1C=CC(O)=C([C:8]2[CH:17]=[CH:16][C:15]3[C:10](=[CH:11][CH:12]=[C:13]([C:18]4[N:22]([CH:23]5[CH2:28][CH2:27][CH2:26][CH2:25][CH2:24]5)[C:21]5[CH:29]=[CH:30][C:31]([C:33]([OH:35])=[O:34])=[CH:32][C:20]=5[N:19]=4)[CH:14]=3)[N:9]=2)C=1.[CH3:37][C:38]1[C:42](C(=O)C)=[C:41]([CH3:46])[N:40]([C:47]2[CH:52]=[CH:51][CH:50]=[CH:49][CH:48]=2)[N:39]=1.[OH-].[K+].